Dataset: Full USPTO retrosynthesis dataset with 1.9M reactions from patents (1976-2016). Task: Predict the reactants needed to synthesize the given product. (1) Given the product [C:49]([C:39]1[CH:38]=[C:37]([NH:36][C:34](=[O:35])[NH:33][C:26]2[C:27]3[C:32](=[CH:31][CH:30]=[CH:29][CH:28]=3)[C:23]([O:22][CH2:21][C:19]3[CH:18]=[CH:17][N:16]=[C:15]([NH:14][C:10](=[O:12])[C@H:9]([O:8][CH3:7])[CH3:13])[CH:20]=3)=[CH:24][CH:25]=2)[N:41]([C:42]2[CH:47]=[CH:46][C:45]([CH3:48])=[CH:44][CH:43]=2)[N:40]=1)([CH3:52])([CH3:51])[CH3:50], predict the reactants needed to synthesize it. The reactants are: ClC(N(C)C)=C.[CH3:7][O:8][C@H:9]([CH3:13])[C:10]([OH:12])=O.[NH2:14][C:15]1[CH:20]=[C:19]([CH2:21][O:22][C:23]2[C:32]3[C:27](=[CH:28][CH:29]=[CH:30][CH:31]=3)[C:26]([NH:33][C:34]([NH:36][C:37]3[N:41]([C:42]4[CH:47]=[CH:46][C:45]([CH3:48])=[CH:44][CH:43]=4)[N:40]=[C:39]([C:49]([CH3:52])([CH3:51])[CH3:50])[CH:38]=3)=[O:35])=[CH:25][CH:24]=2)[CH:18]=[CH:17][N:16]=1.CCN(C(C)C)C(C)C.N. (2) The reactants are: Br[C:2]1[C:3](=[O:11])[N:4]([CH3:10])[C:5]([S:8][CH3:9])=[N:6][CH:7]=1.[CH3:12][C:13]1[CH:18]=[C:17]([CH3:19])[CH:16]=[CH:15][C:14]=1B(O)O.C(=O)([O-])[O-].[K+].[K+].O. Given the product [CH3:12][C:13]1[CH:18]=[C:17]([CH3:19])[CH:16]=[CH:15][C:14]=1[C:2]1[C:3](=[O:11])[N:4]([CH3:10])[C:5]([S:8][CH3:9])=[N:6][CH:7]=1, predict the reactants needed to synthesize it.